Dataset: Forward reaction prediction with 1.9M reactions from USPTO patents (1976-2016). Task: Predict the product of the given reaction. (1) Given the reactants Br[C:2]1[CH:3]=[CH:4][C:5]2[O:10][CH2:9][CH2:8][N:7]([C:11]3[S:12][C:13]4[C:14](=[O:23])[NH:15][CH2:16][C:17]([CH3:22])([CH3:21])[CH2:18][C:19]=4[N:20]=3)[C:6]=2[CH:24]=1.C(=[NH:38])(C1C=CC=CC=1)C1C=CC=CC=1.CC(C)([O-])C.[Na+], predict the reaction product. The product is: [NH2:38][C:2]1[CH:3]=[CH:4][C:5]2[O:10][CH2:9][CH2:8][N:7]([C:11]3[S:12][C:13]4[C:14](=[O:23])[NH:15][CH2:16][C:17]([CH3:22])([CH3:21])[CH2:18][C:19]=4[N:20]=3)[C:6]=2[CH:24]=1. (2) Given the reactants [Cl:1][C:2]1[CH:18]=[CH:17][C:5]2[CH2:6][CH2:7][N:8]([C:11](=[O:16])[C:12]([F:15])([F:14])[F:13])[CH2:9][CH2:10][C:4]=2[C:3]=1OS(C(F)(F)F)(=O)=O.[N:27]1([C:33]([C:35]2[CH:42]=[CH:41][C:38]([CH2:39][NH2:40])=[CH:37][CH:36]=2)=[O:34])[CH2:32][CH2:31][CH2:30][CH2:29][CH2:28]1, predict the reaction product. The product is: [Cl:1][C:2]1[CH:18]=[CH:17][C:5]2[CH2:6][CH2:7][N:8]([C:11](=[O:16])[C:12]([F:15])([F:14])[F:13])[CH2:9][CH2:10][C:4]=2[C:3]=1[NH:40][CH2:39][C:38]1[CH:37]=[CH:36][C:35]([C:33]([N:27]2[CH2:32][CH2:31][CH2:30][CH2:29][CH2:28]2)=[O:34])=[CH:42][CH:41]=1. (3) Given the reactants [Cl:1][C:2]1[C:7]([O:8]C)=[CH:6][C:5]([NH:10][C:11]2[C:20]3[C:15](=[CH:16][C:17]([O:23][CH2:24][CH2:25][CH2:26][C:27]4[CH:32]=[CH:31][N:30]=[CH:29][CH:28]=4)=[C:18]([O:21][CH3:22])[CH:19]=3)[N:14]=CC=2C#N)=[C:4]([O:35]C)[CH:3]=1.O.[C:38](#[N:40])C, predict the reaction product. The product is: [Cl:1][C:2]1[C:7]([CH:6]=[C:5]([NH:10][C:11]2[C:20]3[C:15](=[CH:16][C:17]([O:23][CH2:24][CH2:25][CH2:26][C:27]4[CH:32]=[CH:31][N:30]=[CH:29][CH:28]=4)=[C:18]([O:21][CH3:22])[CH:19]=3)[N:14]=[CH:38][N:40]=2)[C:4](=[O:35])[CH:3]=1)=[O:8].